From a dataset of Full USPTO retrosynthesis dataset with 1.9M reactions from patents (1976-2016). Predict the reactants needed to synthesize the given product. (1) Given the product [CH3:36][N:2]([CH3:1])[C@H:3]1[CH2:7][CH2:6][N:5]([C:8]2[CH:9]=[C:10]([O:34][CH3:35])[C:11]([NH:17][C:18]3[N:23]=[C:22]([C:24]4[C:32]5[C:27](=[CH:28][CH:29]=[CH:30][CH:31]=5)[N:26]([CH3:33])[CH:25]=4)[CH:21]=[CH:20][N:19]=3)=[CH:12][C:13]=2[NH2:14])[CH2:4]1, predict the reactants needed to synthesize it. The reactants are: [CH3:1][N:2]([CH3:36])[C@H:3]1[CH2:7][CH2:6][N:5]([C:8]2[C:13]([N+:14]([O-])=O)=[CH:12][C:11]([NH:17][C:18]3[N:23]=[C:22]([C:24]4[C:32]5[C:27](=[CH:28][CH:29]=[CH:30][CH:31]=5)[N:26]([CH3:33])[CH:25]=4)[CH:21]=[CH:20][N:19]=3)=[C:10]([O:34][CH3:35])[CH:9]=2)[CH2:4]1.[NH4+].[Cl-].C(O)C. (2) Given the product [CH2:1]([N:8]1[CH2:13][C:12]2[N:14]=[C:15]([NH:31][CH2:30][C:29]3[CH:32]=[CH:33][C:34]([O:36][CH3:37])=[CH:35][C:28]=3[O:27][CH3:26])[CH:16]=[CH:17][C:11]=2[N:10]([C:19]2[CH:24]=[CH:23][CH:22]=[CH:21][CH:20]=2)[C:9]1=[O:25])[C:2]1[CH:7]=[CH:6][CH:5]=[CH:4][CH:3]=1, predict the reactants needed to synthesize it. The reactants are: [CH2:1]([N:8]1[CH2:13][C:12]2[N:14]=[C:15](F)[CH:16]=[CH:17][C:11]=2[N:10]([C:19]2[CH:24]=[CH:23][CH:22]=[CH:21][CH:20]=2)[C:9]1=[O:25])[C:2]1[CH:7]=[CH:6][CH:5]=[CH:4][CH:3]=1.[CH3:26][O:27][C:28]1[CH:35]=[C:34]([O:36][CH3:37])[CH:33]=[CH:32][C:29]=1[CH2:30][NH2:31]. (3) Given the product [S:29]1[C:25]2[CH:24]=[C:23]([O:22][C:19]3[CH:20]=[CH:21][C:16]([NH:15][C:13]4[C:14]5[N:6]([CH2:5][CH2:4][NH:3][C:42]([CH:41]6[CH2:45][CH2:46][CH2:47][N:40]6[C:38]([O:37][C:33]([CH3:36])([CH3:35])[CH3:34])=[O:39])=[O:43])[CH:7]=[CH:8][C:9]=5[N:10]=[CH:11][N:12]=4)=[CH:17][C:18]=3[Cl:32])[CH:31]=[CH:30][C:26]=2[CH:27]=[CH:28]1, predict the reactants needed to synthesize it. The reactants are: Cl.Cl.[NH2:3][CH2:4][CH2:5][N:6]1[C:14]2[C:13]([NH:15][C:16]3[CH:21]=[CH:20][C:19]([O:22][C:23]4[CH:31]=[CH:30][C:26]5[CH:27]=[CH:28][S:29][C:25]=5[CH:24]=4)=[C:18]([Cl:32])[CH:17]=3)=[N:12][CH:11]=[N:10][C:9]=2[CH:8]=[CH:7]1.[C:33]([O:37][C:38]([N:40]1[CH2:47][CH2:46][CH2:45][C@H:41]1[C:42](O)=[O:43])=[O:39])([CH3:36])([CH3:35])[CH3:34].Cl.C(N=C=NCCCN(C)C)C.ON1C2C=CC=CC=2N=N1.